This data is from Full USPTO retrosynthesis dataset with 1.9M reactions from patents (1976-2016). The task is: Predict the reactants needed to synthesize the given product. (1) Given the product [CH2:33]([C:23]1[C:22]2[C:17](=[CH:18][CH:19]=[C:20]([O:35][CH3:36])[CH:21]=2)[O:16][CH:15]([C:12]2[CH:13]=[CH:14][C:9]([OH:8])=[CH:10][CH:11]=2)[C:24]=1[C:25]1[CH:30]=[CH:29][CH:28]=[C:27]([O:31][CH3:32])[CH:26]=1)[CH3:34], predict the reactants needed to synthesize it. The reactants are: C([O:8][C:9]1[CH:14]=[CH:13][C:12]([CH:15]2[C:24]([C:25]3[CH:30]=[CH:29][CH:28]=[C:27]([O:31][CH3:32])[CH:26]=3)=[C:23]([CH2:33][CH3:34])[C:22]3[C:17](=[CH:18][CH:19]=[C:20]([O:35][CH3:36])[CH:21]=3)[O:16]2)=[CH:11][CH:10]=1)C1C=CC=CC=1.C([O-])=O.[NH4+].C(O)C. (2) Given the product [Si:1]([O:8][CH2:9][C@H:10]1[O:14][C:13]([CH3:15])([CH3:16])[N:12]([C:17]([O:19][C:20]([CH3:21])([CH3:23])[CH3:22])=[O:18])[C@H:11]1[CH2:24][C:25]1[N:26]=[C:27]([CH3:30])[S:28][CH:29]=1)([C:4]([CH3:5])([CH3:6])[CH3:7])([CH3:2])[CH3:3], predict the reactants needed to synthesize it. The reactants are: [Si:1]([O:8][CH2:9][C@H:10]1[O:14][C:13]([CH3:16])([CH3:15])[N:12]([C:17]([O:19][C:20]([CH3:23])([CH3:22])[CH3:21])=[O:18])[C@H:11]1[CH2:24][C:25]1[N:26]=[CH:27][S:28][CH:29]=1)([C:4]([CH3:7])([CH3:6])[CH3:5])([CH3:3])[CH3:2].[CH2:30]([Li])CCC.IC. (3) Given the product [N:32]([CH2:31][CH:29]([OH:30])[CH2:28][N:25]1[C:18]2[N:19]=[C:20]([S:23][CH3:24])[N:21]=[CH:22][C:17]=2[CH:16]=[C:15]([C:3]2[CH:4]=[CH:5][C:6]([C:8]3[CH:13]=[N:12][CH:11]=[C:10]([CH3:14])[N:9]=3)=[CH:7][C:2]=2[Cl:1])[C:26]1=[O:27])=[N+:33]=[N-:34], predict the reactants needed to synthesize it. The reactants are: [Cl:1][C:2]1[CH:7]=[C:6]([C:8]2[CH:13]=[N:12][CH:11]=[C:10]([CH3:14])[N:9]=2)[CH:5]=[CH:4][C:3]=1[C:15]1[C:26](=[O:27])[N:25]([CH2:28][CH:29]2[CH2:31][O:30]2)[C:18]2[N:19]=[C:20]([S:23][CH3:24])[N:21]=[CH:22][C:17]=2[CH:16]=1.[N-:32]=[N+:33]=[N-:34].[Na+].[Cl-].[NH4+]. (4) Given the product [NH2:1][C:2]1[C:7]([C:8]2[CH:17]=[CH:16][C:11]([C:12]([O:14][CH3:15])=[O:13])=[C:10]([CH3:18])[CH:9]=2)=[CH:6][C:5]([Br:26])=[CH:4][N:3]=1, predict the reactants needed to synthesize it. The reactants are: [NH2:1][C:2]1[C:7]([C:8]2[CH:17]=[CH:16][C:11]([C:12]([O:14][CH3:15])=[O:13])=[C:10]([CH3:18])[CH:9]=2)=[CH:6][CH:5]=[CH:4][N:3]=1.C1C(=O)N([Br:26])C(=O)C1. (5) The reactants are: C(O[C:4](=[O:20])[NH:5][C:6]1[CH:11]=[C:10]([C:12]2[CH:17]=[CH:16][CH:15]=[CH:14][C:13]=2[O:18][CH3:19])[N:9]=[CH:8][N:7]=1)C.[C:21]([O:25][C:26]([N:28]1[CH2:33][CH2:32][CH2:31][CH:30]([NH2:34])[CH2:29]1)=[O:27])([CH3:24])([CH3:23])[CH3:22].C1(C)C=CC=CC=1. Given the product [C:21]([O:25][C:26]([N:28]1[CH2:33][CH2:32][CH2:31][CH:30]([NH:34][C:4]([NH:5][C:6]2[CH:11]=[C:10]([C:12]3[CH:17]=[CH:16][CH:15]=[CH:14][C:13]=3[O:18][CH3:19])[N:9]=[CH:8][N:7]=2)=[O:20])[CH2:29]1)=[O:27])([CH3:24])([CH3:22])[CH3:23], predict the reactants needed to synthesize it.